Dataset: Forward reaction prediction with 1.9M reactions from USPTO patents (1976-2016). Task: Predict the product of the given reaction. (1) Given the reactants [CH3:1][C:2]1[C:10]2[C:9]([C:11]([OH:13])=O)=[CH:8][CH:7]=[N:6][C:5]=2[N:4]([CH:14]([CH3:16])[CH3:15])[N:3]=1.[NH2:17][CH2:18][C:19]1[C:20](=[O:33])[NH:21][C:22]([CH3:32])=[CH:23][C:24]=1[CH2:25][C:26]1[CH:31]=[CH:30][CH:29]=[CH:28][CH:27]=1, predict the reaction product. The product is: [CH2:25]([C:24]1[CH:23]=[C:22]([CH3:32])[NH:21][C:20](=[O:33])[C:19]=1[CH2:18][NH:17][C:11]([C:9]1[C:10]2[C:2]([CH3:1])=[N:3][N:4]([CH:14]([CH3:16])[CH3:15])[C:5]=2[N:6]=[CH:7][CH:8]=1)=[O:13])[C:26]1[CH:27]=[CH:28][CH:29]=[CH:30][CH:31]=1. (2) Given the reactants [CH2:1]([N:8]1[C:16]2[C:15]([Cl:17])=[CH:14][CH:13]=[C:12]3[CH2:18][CH2:19][N:20](C(OC(C)(C)C)=O)[CH2:21][C@H:10]([C:11]=23)[CH2:9]1)[C:2]1[CH:7]=[CH:6][CH:5]=[CH:4][CH:3]=1.Cl.C(OCC)(=O)C.C(=O)(O)[O-].[Na+], predict the reaction product. The product is: [ClH:17].[CH2:1]([N:8]1[C:16]2[C:15]([Cl:17])=[CH:14][CH:13]=[C:12]3[CH2:18][CH2:19][NH:20][CH2:21][C@H:10]([C:11]=23)[CH2:9]1)[C:2]1[CH:3]=[CH:4][CH:5]=[CH:6][CH:7]=1.